Dataset: Catalyst prediction with 721,799 reactions and 888 catalyst types from USPTO. Task: Predict which catalyst facilitates the given reaction. Product: [CH:9]([CH:4]1[C:5](=[O:6])[NH:12][C:13]2[CH:18]=[CH:17][C:16]([N+:19]([O-:21])=[O:20])=[CH:15][C:14]=2[O:22]1)([CH3:11])[CH3:10]. The catalyst class is: 3. Reactant: [F-].[K+].Br[CH:4]([CH:9]([CH3:11])[CH3:10])[C:5](OC)=[O:6].[NH2:12][C:13]1[CH:18]=[CH:17][C:16]([N+:19]([O-:21])=[O:20])=[CH:15][C:14]=1[OH:22].